Dataset: Forward reaction prediction with 1.9M reactions from USPTO patents (1976-2016). Task: Predict the product of the given reaction. (1) Given the reactants [Br:1][C:2]1[CH:3]=[CH:4][C:5]([Cl:11])=[C:6]([CH:10]=1)[C:7]([OH:9])=[O:8].C(N1C=CN=C1)(N1C=CN=C1)=O.[C:24](O)([CH3:27])([CH3:26])[CH3:25].N12CCCN=C1CCCCC2, predict the reaction product. The product is: [Br:1][C:2]1[CH:3]=[CH:4][C:5]([Cl:11])=[C:6]([CH:10]=1)[C:7]([O:9][C:24]([CH3:27])([CH3:26])[CH3:25])=[O:8]. (2) Given the reactants [C:1]([O:5][C:6]([N:8](C)[C@H:9]([C:13]([OH:15])=[O:14])[CH:10]([CH3:12])[CH3:11])=[O:7])([CH3:4])([CH3:3])[CH3:2].[C:17](=O)([O-])[O-].[Cs+:21].[Cs+], predict the reaction product. The product is: [C:1]([O:5][C:6]([NH:8][C@@H:9]([C:10]([CH3:11])([CH3:12])[CH3:17])[C:13]([O-:15])=[O:14])=[O:7])([CH3:2])([CH3:3])[CH3:4].[Cs+:21]. (3) Given the reactants Cl.[F:2][C:3]1[CH:8]=[CH:7][C:6]([CH:9]([C:17]2[CH:22]=[CH:21][C:20]([F:23])=[CH:19][CH:18]=2)[CH:10]2[C:15](=[O:16])[CH2:14][CH2:13][NH:12][CH2:11]2)=[CH:5][CH:4]=1.[CH3:24][O:25][C:26]1[CH:35]=[CH:34][C:33]2[C:28](=[CH:29][CH:30]=[CH:31][CH:32]=2)[C:27]=1[CH2:36]O.C(N(C(C)C)CC)(C)C.ClCCl, predict the reaction product. The product is: [F:2][C:3]1[CH:8]=[CH:7][C:6]([CH:9]([C:17]2[CH:18]=[CH:19][C:20]([F:23])=[CH:21][CH:22]=2)[CH:10]2[C:15](=[O:16])[CH2:14][CH2:13][N:12]([CH2:36][C:27]3[C:28]4[C:33](=[CH:32][CH:31]=[CH:30][CH:29]=4)[CH:34]=[CH:35][C:26]=3[O:25][CH3:24])[CH2:11]2)=[CH:5][CH:4]=1. (4) Given the reactants Cl[C:2]1[C:7]([C:8]([F:11])([F:10])[F:9])=[C:6]([N:12]2[CH2:17][CH2:16][CH:15]([C:18]3[CH:23]=[CH:22][CH:21]=[CH:20][CH:19]=3)[CH2:14][CH2:13]2)[N:5]=[CH:4][N:3]=1.[NH2:24][NH2:25].[CH:26]1([CH2:29][C:30](Cl)=[O:31])[CH2:28][CH2:27]1, predict the reaction product. The product is: [CH:26]1([CH2:29][C:30]([NH:24][NH:25][C:2]2[C:7]([C:8]([F:11])([F:10])[F:9])=[C:6]([N:12]3[CH2:17][CH2:16][CH:15]([C:18]4[CH:23]=[CH:22][CH:21]=[CH:20][CH:19]=4)[CH2:14][CH2:13]3)[N:5]=[CH:4][N:3]=2)=[O:31])[CH2:28][CH2:27]1.